This data is from Reaction yield outcomes from USPTO patents with 853,638 reactions. The task is: Predict the reaction yield, written as a fraction of the theoretical maximum amount of product (1.0 means a 100% yield; for example, 0.34 means a 34% yield). The yield is 0.340. The reactants are C([O:8][C:9]1[CH:10]=[C:11]([C:17]2([C:20]([NH:22][C:23]3[CH:28]=[CH:27][CH:26]=[C:25]([C:29]4[CH:34]=[CH:33][C:32]([S:35]([N:38]5[CH2:42][CH2:41][CH2:40][C@@H:39]5[CH2:43][OH:44])(=[O:37])=[O:36])=[CH:31][CH:30]=4)[N:24]=3)=[O:21])[CH2:19][CH2:18]2)[CH:12]=[CH:13][C:14]=1[O:15][CH3:16])C1C=CC=CC=1.[H][H]. The product is [OH:8][C:9]1[CH:10]=[C:11]([C:17]2([C:20]([NH:22][C:23]3[CH:28]=[CH:27][CH:26]=[C:25]([C:29]4[CH:34]=[CH:33][C:32]([S:35]([N:38]5[CH2:42][CH2:41][CH2:40][C@@H:39]5[CH2:43][OH:44])(=[O:37])=[O:36])=[CH:31][CH:30]=4)[N:24]=3)=[O:21])[CH2:18][CH2:19]2)[CH:12]=[CH:13][C:14]=1[O:15][CH3:16]. The catalyst is C(O)C.[Pd].